Dataset: Reaction yield outcomes from USPTO patents with 853,638 reactions. Task: Predict the reaction yield, written as a fraction of the theoretical maximum amount of product (1.0 means a 100% yield; for example, 0.34 means a 34% yield). The product is [C:33]([C:8]1[CH:7]=[CH:6][C:5]([CH:9]2[C:13]3[C:14]([CH3:28])=[C:15]([NH:20][C:21](=[O:27])[CH2:22][C:23]([CH3:24])([CH3:25])[CH3:26])[C:16]([CH3:19])=[C:17]([CH3:18])[C:12]=3[O:11][CH2:10]2)=[CH:4][C:3]=1[O:2][CH3:1])(=[O:35])[CH3:34]. The reactants are [CH3:1][O:2][C:3]1[CH:4]=[C:5]([CH:9]2[C:13]3[C:14]([CH3:28])=[C:15]([NH:20][C:21](=[O:27])[CH2:22][C:23]([CH3:26])([CH3:25])[CH3:24])[C:16]([CH3:19])=[C:17]([CH3:18])[C:12]=3[O:11][CH2:10]2)[CH:6]=[CH:7][CH:8]=1.[Cl-].[Al+3].[Cl-].[Cl-].[C:33](Cl)(=[O:35])[CH3:34].O. The yield is 0.890. The catalyst is ClCCl.